Dataset: Full USPTO retrosynthesis dataset with 1.9M reactions from patents (1976-2016). Task: Predict the reactants needed to synthesize the given product. (1) Given the product [CH2:9]([O:11][CH:12]([SiH2:16][CH2:1][CH2:2][CH2:3][CH2:4][CH2:5][CH2:6][CH2:7][CH2:8][SiH2:16][CH:12]([O:13][CH2:26][CH3:27])[O:11][CH2:9][CH3:10])[O:13][CH2:14][CH3:15])[CH3:10], predict the reactants needed to synthesize it. The reactants are: [CH2:1]=[CH:2][CH2:3][CH2:4][CH2:5][CH2:6][CH:7]=[CH2:8].[CH2:9]([O:11][CH:12]([SiH3:16])[O:13][CH2:14][CH3:15])[CH3:10].C([Si]([CH:26]=[CH2:27])(C)O[Si](C)(C)C)=C. (2) Given the product [CH2:11]1[C:7]2([CH2:12][CH2:13][CH2:14][C:5]([CH2:3][OH:2])=[CH:6]2)[CH2:8][CH2:9][CH2:10]1, predict the reactants needed to synthesize it. The reactants are: C[O:2][C:3]([C:5]1[CH2:14][CH2:13][CH2:12][C:7]2([CH2:11][CH2:10][CH2:9][CH2:8]2)[CH:6]=1)=O.C1(C)C=CC=CC=1.[H-].C([Al+]CC(C)C)C(C)C.Cl.